Task: Predict the reaction yield, written as a fraction of the theoretical maximum amount of product (1.0 means a 100% yield; for example, 0.34 means a 34% yield).. Dataset: Reaction yield outcomes from USPTO patents with 853,638 reactions (1) The reactants are Br[C:2]1[CH:7]=[CH:6][C:5]([C:8]([F:11])([F:10])[F:9])=[CH:4][C:3]=1[F:12].CC1(C)C(C)(C)OB([C:21]2[CH:26]=[CH:25][C:24]([NH:27][S:28]([CH3:31])(=[O:30])=[O:29])=[CH:23][CH:22]=2)O1.O. The catalyst is C(=O)([O-])[O-].[K+].[K+].CN(C)C=O.C1C=CC([P]([Pd]([P](C2C=CC=CC=2)(C2C=CC=CC=2)C2C=CC=CC=2)([P](C2C=CC=CC=2)(C2C=CC=CC=2)C2C=CC=CC=2)[P](C2C=CC=CC=2)(C2C=CC=CC=2)C2C=CC=CC=2)(C2C=CC=CC=2)C2C=CC=CC=2)=CC=1. The product is [F:12][C:3]1[CH:4]=[C:5]([C:8]([F:11])([F:10])[F:9])[CH:6]=[CH:7][C:2]=1[C:21]1[CH:22]=[CH:23][C:24]([NH:27][S:28]([CH3:31])(=[O:29])=[O:30])=[CH:25][CH:26]=1. The yield is 0.650. (2) The product is [Cl:1][C:2]1[CH:3]=[CH:4][C:5]([O:10][CH2:11][CH3:12])=[C:6]([CH:9]=1)[CH:7]=[O:8]. The reactants are [Cl:1][C:2]1[CH:3]=[CH:4][C:5]([OH:10])=[C:6]([CH:9]=1)[CH:7]=[O:8].[CH2:11](Br)[CH3:12].C(=O)([O-])[O-].[K+].[K+]. The yield is 0.960. The catalyst is CN(C)C=O.